Dataset: Full USPTO retrosynthesis dataset with 1.9M reactions from patents (1976-2016). Task: Predict the reactants needed to synthesize the given product. Given the product [ClH:26].[CH3:1][CH:2]1[CH2:3][NH:4][CH2:5][CH2:6][N:7]1[C:8]1[S:12][N:11]=[C:10]([C:13]2[CH:14]=[CH:15][CH:16]=[CH:17][CH:18]=2)[N:9]=1, predict the reactants needed to synthesize it. The reactants are: [CH3:1][CH:2]1[N:7]([C:8]2[S:12][N:11]=[C:10]([C:13]3[CH:18]=[CH:17][CH:16]=[CH:15][CH:14]=3)[N:9]=2)[CH2:6][CH2:5][N:4](C(OC(C)(C)C)=O)[CH2:3]1.[ClH:26].